This data is from Catalyst prediction with 721,799 reactions and 888 catalyst types from USPTO. The task is: Predict which catalyst facilitates the given reaction. (1) Reactant: [N:1]([CH2:4][C:5]1[CH:10]=[C:9]([Cl:11])[CH:8]=[CH:7][C:6]=1[CH2:12][NH:13][C:14]([O:16][C:17]([CH3:20])([CH3:19])[CH3:18])=[O:15])=[N+]=[N-].C1(P(C2C=CC=CC=2)C2C=CC=CC=2)C=CC=CC=1. Product: [C:17]([O:16][C:14]([NH:13][CH2:12][C:6]1[CH:7]=[CH:8][C:9]([Cl:11])=[CH:10][C:5]=1[CH2:4][NH2:1])=[O:15])([CH3:20])([CH3:18])[CH3:19]. The catalyst class is: 20. (2) Reactant: Br[CH:2]([CH2:15][CH2:16][CH2:17][CH3:18])[C:3]([NH:5][C:6]1[CH:11]=[C:10]([CH3:12])[CH:9]=[C:8]([CH3:13])[C:7]=1[OH:14])=[O:4].C(=O)([O-])[O-].[K+].[K+].O. Product: [CH2:15]([CH:2]1[C:3](=[O:4])[NH:5][C:6]2[CH:11]=[C:10]([CH3:12])[CH:9]=[C:8]([CH3:13])[C:7]=2[O:14]1)[CH2:16][CH2:17][CH3:18]. The catalyst class is: 9. (3) Reactant: [F:1][C:2]1[CH:28]=[CH:27][CH:26]=[C:25]([F:29])[C:3]=1[C:4]([N:6]1[C:11](=[O:12])[N:10]([C:13]2[CH:18]=[CH:17][C:16]([S:19][C:20]([F:23])([F:22])[F:21])=[CH:15][C:14]=2[F:24])[CH2:9][O:8][CH2:7]1)=[O:5].C1C=C(Cl)C=C(C(OO)=[O:38])C=1. Product: [F:29][C:25]1[CH:26]=[CH:27][CH:28]=[C:2]([F:1])[C:3]=1[C:4]([N:6]1[C:11](=[O:12])[N:10]([C:13]2[CH:18]=[CH:17][C:16]([S:19]([C:20]([F:23])([F:21])[F:22])=[O:38])=[CH:15][C:14]=2[F:24])[CH2:9][O:8][CH2:7]1)=[O:5]. The catalyst class is: 22. (4) Reactant: [C:9](O[C:9]([O:11][C:12]([CH3:15])([CH3:14])[CH3:13])=[O:10])([O:11][C:12]([CH3:15])([CH3:14])[CH3:13])=[O:10].[C:16]1([CH3:39])[CH:21]=[CH:20][C:19]([C:22]2[N:23]=[C:24]3[CH2:38][CH2:37][CH2:36][NH:35][C:25]3=[N:26][C:27]=2[C:28]2[CH:33]=[CH:32][C:31]([CH3:34])=[CH:30][CH:29]=2)=[CH:18][CH:17]=1. Product: [CH3:19][CH2:18][CH2:17][CH:16]([CH3:39])[CH3:21].[C:16]1([CH3:39])[CH:21]=[CH:20][C:19]([C:22]2[N:23]=[C:24]3[CH2:38][CH2:37][CH2:36][N:35]([C:9]([O:11][C:12]([CH3:13])([CH3:14])[CH3:15])=[O:10])[C:25]3=[N:26][C:27]=2[C:28]2[CH:33]=[CH:32][C:31]([CH3:34])=[CH:30][CH:29]=2)=[CH:18][CH:17]=1. The catalyst class is: 527. (5) The catalyst class is: 5. Product: [F:35][C:24]1[CH:25]=[C:26]([C:29]2[CH:30]=[N:31][N:32]([CH3:34])[CH:33]=2)[CH:27]=[CH:28][C:23]=1[C:20]1([C:17]2[N:13]3[CH2:14][CH2:15][S:16][C@:10]([CH2:9][OH:8])([CH3:36])[CH2:11][C:12]3=[N:19][N:18]=2)[CH2:21][CH2:22]1. Reactant: [Si]([O:8][CH2:9][C@:10]1([CH3:36])[S:16][CH2:15][CH2:14][N:13]2[C:17]([C:20]3([C:23]4[CH:28]=[CH:27][C:26]([C:29]5[CH:30]=[N:31][N:32]([CH3:34])[CH:33]=5)=[CH:25][C:24]=4[F:35])[CH2:22][CH2:21]3)=[N:18][N:19]=[C:12]2[CH2:11]1)(C(C)(C)C)(C)C.Cl. (6) Reactant: [CH2:1]([OH:6])[CH2:2][CH2:3][CH2:4][CH3:5].CC(C)([O-])C.[C:12]([OH:16])([CH3:15])(C)C.[N+:17]([C:20]1C=C[N+]([O-])=[CH:22][CH:21]=1)([O-])=O. Product: [CH2:1]([O:6][C:22]1[CH:21]=[CH:20][NH:17][C:12](=[O:16])[CH:15]=1)[CH2:2][CH2:3][CH2:4][CH3:5]. The catalyst class is: 69. (7) Reactant: C([O:3][C:4](=[O:14])[C:5]([C:7]1[S:8][C:9]([Br:13])=[C:10]([Br:12])[CH:11]=1)=[O:6])C.[OH-].[Na+].C(O)(=O)C. Product: [Br:12][C:10]1[CH:11]=[C:7]([C:5](=[O:6])[C:4]([OH:14])=[O:3])[S:8][C:9]=1[Br:13]. The catalyst class is: 6. (8) Reactant: [CH3:1][O:2][C:3]1[CH:4]=[C:5]2[C:10](=[CH:11][C:12]=1[O:13][CH3:14])[N:9]=[CH:8][CH:7]=[C:6]2[O:15][C:16]1[CH:22]=[CH:21][C:19]([NH2:20])=[C:18]([CH3:23])[C:17]=1[CH3:24].C(N(C(C)C)CC)(C)C.ClC(Cl)(O[C:38](=[O:44])OC(Cl)(Cl)Cl)Cl.[NH2:46][C:47]1[S:48][C:49]([C:52]([F:55])([F:54])[F:53])=[N:50][N:51]=1. Product: [CH3:1][O:2][C:3]1[CH:4]=[C:5]2[C:10](=[CH:11][C:12]=1[O:13][CH3:14])[N:9]=[CH:8][CH:7]=[C:6]2[O:15][C:16]1[CH:22]=[CH:21][C:19]([NH:20][C:38]([NH:46][C:47]2[S:48][C:49]([C:52]([F:55])([F:54])[F:53])=[N:50][N:51]=2)=[O:44])=[C:18]([CH3:23])[C:17]=1[CH3:24]. The catalyst class is: 146.